Dataset: Full USPTO retrosynthesis dataset with 1.9M reactions from patents (1976-2016). Task: Predict the reactants needed to synthesize the given product. (1) The reactants are: [Br:1][C:2]1[CH:3]=[N:4][C:5]([C:8]#N)=[N:6][CH:7]=1.CC[O:12]CC.[C:15]1([Mg]Br)[CH:20]=[CH:19][CH:18]=[CH:17][CH:16]=1.Cl. Given the product [Br:1][C:2]1[CH:7]=[N:6][C:5]([C:8]([C:15]2[CH:20]=[CH:19][CH:18]=[CH:17][CH:16]=2)=[O:12])=[N:4][CH:3]=1, predict the reactants needed to synthesize it. (2) Given the product [C:1]1([C:7]2[CH:19]=[CH:18][C:73]3[N:74]([C:27]4[CH:49]=[C:31]5[C:32]6[C:37](=[CH:36][CH:35]=[CH:34][CH:33]=6)[C:38](=[O:48])[N:39]6[C:30]5=[C:29]([CH:28]=4)[C:46]4[CH:45]=[CH:44][CH:43]=[CH:42][C:41]=4[C:40]6=[O:47])[C:76]4[C:10]([C:9]=3[CH:8]=2)=[CH:67][C:64](/[CH:65]=[CH:60]/[CH:58]=[CH:57]/[CH:56]=[CH:51]\[CH3:52])=[CH:63][CH:62]=4)[CH:6]=[CH:5][CH:4]=[CH:3][CH:2]=1, predict the reactants needed to synthesize it. The reactants are: [C:1]1([C:7]2[CH:8]=[CH:9][C:10]3NC4C([C:18]=3[CH:19]=2)=CC(C2C=CC=CC=2)=CC=4)[CH:6]=[CH:5][CH:4]=[CH:3][CH:2]=1.Br[C:27]1[CH:28]=[C:29]2[C:46]3[C:41](=[CH:42][CH:43]=[CH:44][CH:45]=3)[C:40](=[O:47])[N:39]3[C:30]2=[C:31]([CH:49]=1)[C:32]1[CH:33]=[CH:34][CH:35]=[CH:36][C:37]=1[C:38]3=[O:48].N1C=CC=[CH:52][C:51]=1[C:56](=O)[CH2:57][C:58]([C:60]1[CH:65]=[CH:64][CH:63]=[CH:62]N=1)=O.[C:67](=O)([O-])[O-].[K+].[K+].[CH3:73][N:74]([CH:76]=O)C. (3) Given the product [NH2:23][C:24]1[N:29]=[CH:28][C:27]([CH:30]=[CH:31][C:32]([N:16]2[CH2:17][CH2:18][N:13]([CH2:12][C:8]3[CH:7]=[C:6]4[C:11]([C:2]([NH2:1])=[N:3][CH:4]=[N:5]4)=[CH:10][CH:9]=3)[C:14](=[O:22])[C@@H:15]2[CH2:19][CH2:20][CH3:21])=[O:33])=[CH:26][CH:25]=1, predict the reactants needed to synthesize it. The reactants are: [NH2:1][C:2]1[C:11]2[C:6](=[CH:7][C:8]([CH2:12][N:13]3[CH2:18][CH2:17][NH:16][CH:15]([CH2:19][CH2:20][CH3:21])[C:14]3=[O:22])=[CH:9][CH:10]=2)[N:5]=[CH:4][N:3]=1.[NH2:23][C:24]1[N:29]=[CH:28][C:27]([CH:30]=[CH:31][C:32](O)=[O:33])=[CH:26][CH:25]=1. (4) The reactants are: [OH:1][C:2]1[CH:7]=[CH:6][C:5]([C:8]2[CH:12]=[C:11]([C:13]([NH2:15])=[O:14])[O:10][N:9]=2)=[CH:4][CH:3]=1.C([O-])([O-])=O.[K+].[K+].[F:22][C:23]1[CH:24]=[C:25]([CH:28]=[CH:29][C:30]=1[F:31])[CH2:26]Br. Given the product [F:22][C:23]1[CH:24]=[C:25]([CH:28]=[CH:29][C:30]=1[F:31])[CH2:26][O:1][C:2]1[CH:3]=[CH:4][C:5]([C:8]2[CH:12]=[C:11]([C:13]([NH2:15])=[O:14])[O:10][N:9]=2)=[CH:6][CH:7]=1, predict the reactants needed to synthesize it.